From a dataset of Catalyst prediction with 721,799 reactions and 888 catalyst types from USPTO. Predict which catalyst facilitates the given reaction. (1) Product: [C:42]1([S:48]([CH:18]([NH:19][CH2:20][C:21]2[CH:26]=[CH:25][C:24]([C:27]([CH3:33])([CH3:32])[CH2:28][CH2:29][CH2:30][CH3:31])=[CH:23][CH:22]=2)[C:14]2[N:13]=[C:12]([N:11]([CH2:34][C:35]([O:37][C:38]([CH3:40])([CH3:39])[CH3:41])=[O:36])[C:9]([O:8][C:4]([CH3:7])([CH3:5])[CH3:6])=[O:10])[CH:17]=[CH:16][CH:15]=2)(=[O:50])=[O:49])[CH:47]=[CH:46][CH:45]=[CH:44][CH:43]=1. Reactant: C(Cl)Cl.[C:4]([O:8][C:9]([N:11]([CH2:34][C:35]([O:37][C:38]([CH3:41])([CH3:40])[CH3:39])=[O:36])[C:12]1[CH:17]=[CH:16][CH:15]=[C:14]([CH2:18][NH:19][CH2:20][C:21]2[CH:26]=[CH:25][C:24]([C:27]([CH3:33])([CH3:32])[CH2:28][CH2:29][CH2:30][CH3:31])=[CH:23][CH:22]=2)[N:13]=1)=[O:10])([CH3:7])([CH3:6])[CH3:5].[C:42]1([S:48](Cl)(=[O:50])=[O:49])[CH:47]=[CH:46][CH:45]=[CH:44][CH:43]=1.C(N(CC)CC)C. The catalyst class is: 6. (2) Reactant: [CH3:1][C:2]([Si:5]([CH3:29])([CH3:28])[O:6][CH2:7][C@@H:8]([NH:18][C:19]1[C:24]([NH2:25])=[CH:23][CH:22]=[C:21]([O:26][CH3:27])[N:20]=1)[CH2:9][O:10][CH2:11][C:12]1[CH:17]=[CH:16][CH:15]=[CH:14][CH:13]=1)([CH3:4])[CH3:3].C([O-])([O-])=O.[K+].[K+].Br[CH2:37][C:38]([O:40][CH2:41][CH3:42])=[O:39]. Product: [CH3:4][C:2]([Si:5]([CH3:28])([CH3:29])[O:6][CH2:7][C@@H:8]([NH:18][C:19]1[C:24]([NH:25][CH2:37][C:38]([O:40][CH2:41][CH3:42])=[O:39])=[CH:23][CH:22]=[C:21]([O:26][CH3:27])[N:20]=1)[CH2:9][O:10][CH2:11][C:12]1[CH:17]=[CH:16][CH:15]=[CH:14][CH:13]=1)([CH3:1])[CH3:3]. The catalyst class is: 3. (3) The catalyst class is: 56. Product: [CH:44]1([N:41]2[CH2:40][CH2:39][N:38]([C:34]3[CH:33]=[C:32]([CH2:31][N:26]4[C:27]([CH3:29])=[CH:28][C:24](/[C:8](/[F:7])=[CH:9]/[C:10]5[CH:23]=[CH:22][C:13]([CH2:14][N:15]([CH:19]([CH3:21])[CH3:20])[CH:16]([CH3:17])[CH3:18])=[CH:12][CH:11]=5)=[N:25]4)[CH:37]=[CH:36][N:35]=3)[CH2:43][CH2:42]2)[CH2:46][CH2:45]1. Reactant: CC(C)([O-])C.[K+].[F:7]/[C:8](/[C:24]1[CH:28]=[C:27]([CH3:29])[NH:26][N:25]=1)=[CH:9]\[C:10]1[CH:23]=[CH:22][C:13]([CH2:14][N:15]([CH:19]([CH3:21])[CH3:20])[CH:16]([CH3:18])[CH3:17])=[CH:12][CH:11]=1.Cl[CH2:31][C:32]1[CH:37]=[CH:36][N:35]=[C:34]([N:38]2[CH2:43][CH2:42][N:41]([CH:44]3[CH2:46][CH2:45]3)[CH2:40][CH2:39]2)[CH:33]=1. (4) Reactant: [CH3:1][N:2]1[CH:6]=[C:5]([CH2:7][C:8]([O:10]C)=[O:9])[C:4]([O:12][CH2:13][C:14]2[CH:15]=[N:16][C:17]([O:20][CH2:21][C:22]3[N:23]=[C:24]([C:27]4[CH:32]=[CH:31][CH:30]=[CH:29][CH:28]=4)[S:25][CH:26]=3)=[CH:18][CH:19]=2)=[N:3]1.[OH-].[Na+].O1CCCC1.Cl. Product: [CH3:1][N:2]1[CH:6]=[C:5]([CH2:7][C:8]([OH:10])=[O:9])[C:4]([O:12][CH2:13][C:14]2[CH:15]=[N:16][C:17]([O:20][CH2:21][C:22]3[N:23]=[C:24]([C:27]4[CH:32]=[CH:31][CH:30]=[CH:29][CH:28]=4)[S:25][CH:26]=3)=[CH:18][CH:19]=2)=[N:3]1. The catalyst class is: 8. (5) Reactant: [CH3:1][C:2]1([CH3:28])[CH2:6][C:5]2[C:7]([CH3:27])=[C:8]([N:13]3[CH2:18][CH2:17][N:16]([C:19]4[CH:26]=[CH:25][C:22]([C:23]#[N:24])=[CH:21][CH:20]=4)[CH2:15][CH2:14]3)[C:9]([CH3:12])=[C:10]([CH3:11])[C:4]=2[O:3]1.[H-].[Al+3].[Li+].[H-].[H-].[H-].S([O-])([O-])(=O)=O.[Na+].[Na+]. Product: [CH3:1][C:2]1([CH3:28])[CH2:6][C:5]2[C:7]([CH3:27])=[C:8]([N:13]3[CH2:18][CH2:17][N:16]([C:19]4[CH:20]=[CH:21][C:22]([CH2:23][NH2:24])=[CH:25][CH:26]=4)[CH2:15][CH2:14]3)[C:9]([CH3:12])=[C:10]([CH3:11])[C:4]=2[O:3]1. The catalyst class is: 1. (6) Product: [CH3:1][N:2]1[CH2:7][CH2:6][N:5]([CH:8]2[CH2:13][CH2:12][N:11]([C:14]3[CH:19]=[CH:18][C:17]([NH2:20])=[CH:16][CH:15]=3)[CH2:10][CH2:9]2)[CH2:4][CH2:3]1. The catalyst class is: 19. Reactant: [CH3:1][N:2]1[CH2:7][CH2:6][N:5]([CH:8]2[CH2:13][CH2:12][N:11]([C:14]3[CH:19]=[CH:18][C:17]([N+:20]([O-])=O)=[CH:16][CH:15]=3)[CH2:10][CH2:9]2)[CH2:4][CH2:3]1. (7) Reactant: C(=O)([O-])[O-].[Cs+].[Cs+].[CH3:7][O:8][C:9]1[CH:14]=[CH:13][CH:12]=[CH:11][C:10]=1[OH:15].Br[CH:17]([CH3:23])[C:18]([O:20][CH2:21][CH3:22])=[O:19]. Product: [CH2:21]([O:20][C:18](=[O:19])[CH:17]([O:15][C:10]1[CH:11]=[CH:12][CH:13]=[CH:14][C:9]=1[O:8][CH3:7])[CH3:23])[CH3:22]. The catalyst class is: 369. (8) The catalyst class is: 6. Product: [F:1][C:2]1[N:7]=[CH:6][C:5]([C:18]2[CH:23]=[CH:22][N:21]=[C:20]([NH2:24])[CH:19]=2)=[CH:4][CH:3]=1. Reactant: [F:1][C:2]1[N:7]=[CH:6][C:5](B(O)O)=[CH:4][CH:3]=1.C(=O)([O-])[O-].[Na+].[Na+].Br[C:18]1[CH:23]=[CH:22][N:21]=[C:20]([NH2:24])[CH:19]=1.C1(C)C=CC=CC=1. (9) Reactant: [Cl:1][C:2]1[N:3]=[C:4]2[CH:9]=[CH:8][C:7](Cl)=[N:6][N:5]2[C:11]=1[S:12]([NH2:15])(=[O:14])=[O:13].[CH2:16]([NH2:18])[CH3:17]. Product: [Cl:1][C:2]1[N:3]=[C:4]2[CH:9]=[CH:8][C:7]([NH:18][CH2:16][CH3:17])=[N:6][N:5]2[C:11]=1[S:12]([NH2:15])(=[O:14])=[O:13]. The catalyst class is: 10. (10) The catalyst class is: 8. Product: [C:29]([OH:36])(=[O:35])/[CH:30]=[CH:31]/[C:32]([OH:34])=[O:33].[CH2:1]([NH:4][C:5]1=[N:6][C:7](=[O:28])[S:8]/[C:9]/1=[CH:10]\[CH:11]1[CH2:12][CH2:13][N:14]([CH2:17][C:18]2[CH:19]=[CH:20][C:21]([C:24]([F:27])([F:25])[F:26])=[CH:22][CH:23]=2)[CH2:15][CH2:16]1)[C:2]#[CH:3]. Reactant: [CH2:1]([NH:4][C:5]1=[N:6][C:7](=[O:28])[S:8]/[C:9]/1=[CH:10]\[CH:11]1[CH2:16][CH2:15][N:14]([CH2:17][C:18]2[CH:23]=[CH:22][C:21]([C:24]([F:27])([F:26])[F:25])=[CH:20][CH:19]=2)[CH2:13][CH2:12]1)[C:2]#[CH:3].[C:29]([OH:36])(=[O:35])/[CH:30]=[CH:31]/[C:32]([OH:34])=[O:33].